Task: Predict the product of the given reaction.. Dataset: Forward reaction prediction with 1.9M reactions from USPTO patents (1976-2016) (1) Given the reactants [F:1][C:2]1[CH:8]=[CH:7][CH:6]=[CH:5][C:3]=1[NH2:4].C[Al](C)C.C([O:15][C:16]([C:18]1[C:27]2[C:26]3[N:28]=[CH:29][N:30]=[CH:31][C:25]=3[CH2:24][CH2:23][CH2:22][C:21]=2[NH:20][CH:19]=1)=O)C.O, predict the reaction product. The product is: [F:1][C:2]1[CH:8]=[CH:7][CH:6]=[CH:5][C:3]=1[NH:4][C:16]([C:18]1[C:27]2[C:26]3[N:28]=[CH:29][N:30]=[CH:31][C:25]=3[CH2:24][CH2:23][CH2:22][C:21]=2[NH:20][CH:19]=1)=[O:15]. (2) Given the reactants [C:1]([O:5][C:6]([NH:8][CH:9]([CH2:15][C:16]1[CH:21]=[CH:20][CH:19]=[CH:18][CH:17]=1)[CH:10]([OH:14])[C:11]([OH:13])=O)=[O:7])([CH3:4])([CH3:3])[CH3:2].[CH3:22][O:23][CH2:24][CH2:25][NH2:26].C(N(CC)C(C)C)(C)C.CN(C(ON1N=NC2C=CC=NC1=2)=[N+](C)C)C.F[P-](F)(F)(F)(F)F, predict the reaction product. The product is: [C:1]([O:5][C:6](=[O:7])[NH:8][C@@H:9]([CH2:15][C:16]1[CH:21]=[CH:20][CH:19]=[CH:18][CH:17]=1)[CH:10]([OH:14])[C:11](=[O:13])[NH:26][CH2:25][CH2:24][O:23][CH3:22])([CH3:2])([CH3:3])[CH3:4].